The task is: Predict the product of the given reaction.. This data is from Forward reaction prediction with 1.9M reactions from USPTO patents (1976-2016). (1) Given the reactants [OH:1][CH2:2][P:3](=[O:10])([O:7][CH2:8][CH3:9])[O:4][CH2:5][CH3:6].[H-].[Na+].Cl[CH:14]=[C:15]([CH3:17])[CH3:16].O, predict the reaction product. The product is: [CH3:16][C:15](=[CH2:14])[CH2:17][O:1][CH2:2][P:3](=[O:10])([O:7][CH2:8][CH3:9])[O:4][CH2:5][CH3:6]. (2) Given the reactants [CH3:1][N:2]1[CH:6]=[CH:5][N:4]=[C:3]1[CH2:7][NH:8][CH2:9][C:10]1[N:11]([CH3:15])[CH:12]=[CH:13][N:14]=1.[CH2:16]([O:18][CH:19]([O:28][CH2:29][CH3:30])[C:20]1[CH:27]=[CH:26][C:23]([CH:24]=O)=[CH:22][CH:21]=1)[CH3:17], predict the reaction product. The product is: [CH2:29]([O:28][CH:19]([O:18][CH2:16][CH3:17])[C:20]1[CH:27]=[CH:26][C:23]([CH2:24][N:8]([CH2:7][C:3]2[N:2]([CH3:1])[CH:6]=[CH:5][N:4]=2)[CH2:9][C:10]2[N:11]([CH3:15])[CH:12]=[CH:13][N:14]=2)=[CH:22][CH:21]=1)[CH3:30]. (3) Given the reactants [CH3:1][O:2][C:3]1[CH:4]=[C:5]([C:13]2[CH:18]=[C:17]([CH2:19][N:20]3[CH2:25][CH2:24][NH:23][CH2:22][CH2:21]3)[CH:16]=[CH:15][N:14]=2)[CH:6]=[C:7]([O:11][CH3:12])[C:8]=1[O:9][CH3:10].[CH:26]1[C:35]2[C:30](=[CH:31][CH:32]=[CH:33][CH:34]=2)[CH:29]=[CH:28][C:27]=1[C:36](Cl)=[O:37], predict the reaction product. The product is: [CH:26]1[C:35]2[C:30](=[CH:31][CH:32]=[CH:33][CH:34]=2)[CH:29]=[CH:28][C:27]=1[C:36]([N:23]1[CH2:24][CH2:25][N:20]([CH2:19][C:17]2[CH:16]=[CH:15][N:14]=[C:13]([C:5]3[CH:6]=[C:7]([O:11][CH3:12])[C:8]([O:9][CH3:10])=[C:3]([O:2][CH3:1])[CH:4]=3)[CH:18]=2)[CH2:21][CH2:22]1)=[O:37]. (4) Given the reactants [N+:1]([C:4]1[CH:5]=[C:6]2[C:11](=[CH:12][CH:13]=1)[NH:10][C:9](=[O:14])[CH2:8][CH2:7]2)([O-:3])=[O:2].Cl.Cl[CH2:17][CH2:18][N:19]([CH3:21])[CH3:20].C(=O)([O-])[O-].[K+].[K+].O, predict the reaction product. The product is: [CH3:20][N:19]([CH3:21])[CH2:18][CH2:17][N:10]1[C:11]2[C:6](=[CH:5][C:4]([N+:1]([O-:3])=[O:2])=[CH:13][CH:12]=2)[CH2:7][CH2:8][C:9]1=[O:14]. (5) Given the reactants [CH:1]1([C:4]([NH:6][C:7]2[C:15]3[C:10](=[CH:11][C:12]([NH:16][C:17]4[CH:18]=[C:19]([CH:33]=[CH:34][C:35]=4[CH3:36])[C:20]([NH:22][C:23]4[CH:28]=[CH:27][CH:26]=[C:25]([C:29]([F:32])([F:31])[F:30])[CH:24]=4)=[O:21])=[CH:13][CH:14]=3)[N:9](COCC[Si](C)(C)C)[N:8]=2)=[O:5])[CH2:3][CH2:2]1.[C:45]([OH:51])([C:47]([F:50])([F:49])[F:48])=[O:46], predict the reaction product. The product is: [C:45]([OH:51])([C:47]([F:50])([F:49])[F:48])=[O:46].[CH:1]1([C:4]([NH:6][C:7]2[C:15]3[C:10](=[CH:11][C:12]([NH:16][C:17]4[CH:18]=[C:19]([CH:33]=[CH:34][C:35]=4[CH3:36])[C:20]([NH:22][C:23]4[CH:28]=[CH:27][CH:26]=[C:25]([C:29]([F:31])([F:30])[F:32])[CH:24]=4)=[O:21])=[CH:13][CH:14]=3)[NH:9][N:8]=2)=[O:5])[CH2:3][CH2:2]1. (6) The product is: [CH3:14][NH:13][C:11](=[O:12])[C:10]1[CH:15]=[CH:16][CH:17]=[CH:18][C:9]=1[NH:8][C:6]1[C:5]([C:19]([F:22])([F:21])[F:20])=[CH:4][N:3]=[C:2]([NH:33][C:32]2[CH:31]=[CH:30][C:29]([N:23]3[CH2:28][CH2:27][O:26][CH2:25][CH2:24]3)=[CH:35][CH:34]=2)[CH:7]=1. Given the reactants Cl[C:2]1[CH:7]=[C:6]([NH:8][C:9]2[CH:18]=[CH:17][CH:16]=[CH:15][C:10]=2[C:11]([NH:13][CH3:14])=[O:12])[C:5]([C:19]([F:22])([F:21])[F:20])=[CH:4][N:3]=1.[N:23]1([C:29]2[CH:35]=[CH:34][C:32]([NH2:33])=[CH:31][CH:30]=2)[CH2:28][CH2:27][O:26][CH2:25][CH2:24]1.Cl, predict the reaction product. (7) Given the reactants F[C:2]1[C:7]([F:8])=[CH:6][C:5]([C:9]2[O:10][C:11]([C:14]3[C:15]([C:20]4[CH:25]=[CH:24][CH:23]=[CH:22][CH:21]=4)=[N:16][O:17][C:18]=3[CH3:19])=[N:12][N:13]=2)=[C:4]([O:26][CH3:27])[CH:3]=1.[NH2:28][CH2:29][CH2:30][N:31]1[CH2:35][CH2:34][CH2:33][CH2:32]1, predict the reaction product. The product is: [F:8][C:7]1[CH:6]=[C:5]([C:9]2[O:10][C:11]([C:14]3[C:15]([C:20]4[CH:21]=[CH:22][CH:23]=[CH:24][CH:25]=4)=[N:16][O:17][C:18]=3[CH3:19])=[N:12][N:13]=2)[C:4]([O:26][CH3:27])=[CH:3][C:2]=1[NH:28][CH2:29][CH2:30][N:31]1[CH2:35][CH2:34][CH2:33][CH2:32]1. (8) Given the reactants [CH:1]([C:4]1[CH:9]=[C:8]([NH:10][C:11]2[CH:16]=[CH:15][C:14]([CH3:17])=[CH:13][CH:12]=2)[N:7]=[C:6]([N:18]2[CH2:23][CH2:22][N:21](C(OC(C)(C)C)=O)[CH2:20][CH2:19]2)[N:5]=1)([CH3:3])[CH3:2].Cl.O1CCOCC1.C([O-])(O)=O.[Na+], predict the reaction product. The product is: [CH:1]([C:4]1[N:5]=[C:6]([N:18]2[CH2:19][CH2:20][NH:21][CH2:22][CH2:23]2)[N:7]=[C:8]([NH:10][C:11]2[CH:12]=[CH:13][C:14]([CH3:17])=[CH:15][CH:16]=2)[CH:9]=1)([CH3:3])[CH3:2]. (9) Given the reactants [CH3:1][O:2][C:3](=[O:6])[CH2:4][NH2:5].[C:7]1([C:16]2[CH:21]=[CH:20][CH:19]=[CH:18][CH:17]=2)[CH:12]=[CH:11][C:10]([C:13](Cl)=[O:14])=[CH:9][CH:8]=1.C(N(CC)CC)C, predict the reaction product. The product is: [CH3:1][O:2][C:3](=[O:6])[CH2:4][NH:5][C:13]([C:10]1[CH:11]=[CH:12][C:7]([C:16]2[CH:17]=[CH:18][CH:19]=[CH:20][CH:21]=2)=[CH:8][CH:9]=1)=[O:14].